Dataset: Catalyst prediction with 721,799 reactions and 888 catalyst types from USPTO. Task: Predict which catalyst facilitates the given reaction. (1) Reactant: [Cl:1][C:2]1[CH:3]=[C:4]([NH:22][C:23]2[C:33]3[CH:32]=[C:31]([C:34]([OH:36])=O)[CH2:30][CH2:29][NH:28][C:27]=3[N:26]=[CH:25][N:24]=2)[CH:5]=[CH:6][C:7]=1[O:8][C:9]1[CH:14]=[CH:13][CH:12]=[C:11]([S:15]([CH2:18][CH:19]2[CH2:21][CH2:20]2)(=[O:17])=[O:16])[CH:10]=1.Cl.[NH2:38][C:39]([CH3:48])([CH3:47])[CH2:40][S:41]([CH2:44][CH2:45][OH:46])(=[O:43])=[O:42].Cl.C(N=C=NCCCN(C)C)C.O.ON1C2C=CC=CC=2N=N1. Product: [Cl:1][C:2]1[CH:3]=[C:4]([NH:22][C:23]2[C:33]3[CH:32]=[C:31]([C:34]([NH:38][C:39]([CH3:48])([CH3:47])[CH2:40][S:41]([CH2:44][CH2:45][OH:46])(=[O:43])=[O:42])=[O:36])[CH2:30][CH2:29][NH:28][C:27]=3[N:26]=[CH:25][N:24]=2)[CH:5]=[CH:6][C:7]=1[O:8][C:9]1[CH:14]=[CH:13][CH:12]=[C:11]([S:15]([CH2:18][CH:19]2[CH2:21][CH2:20]2)(=[O:16])=[O:17])[CH:10]=1. The catalyst class is: 289. (2) Reactant: [CH2:1]([O:3][C:4]1[CH:5]=[C:6]2[C:11](=[CH:12][C:13]=1[F:14])[N:10]=[C:9]([NH:15][CH2:16][CH3:17])[C:8]([CH:18]=[O:19])=[CH:7]2)[CH3:2].[BH4-].[Na+]. Product: [CH2:1]([O:3][C:4]1[CH:5]=[C:6]2[C:11](=[CH:12][C:13]=1[F:14])[N:10]=[C:9]([NH:15][CH2:16][CH3:17])[C:8]([CH2:18][OH:19])=[CH:7]2)[CH3:2]. The catalyst class is: 1. (3) Reactant: [Br:1][C:2]1[N:3]=[C:4]([C:9]#[C:10][Si](C)(C)C)[C:5]([NH2:8])=[N:6][CH:7]=1.BrC1C(N)=NC=C(Br)N=1.C([Si](C)(C)C)#C.[H-].[Na+].[S:32](Cl)([C:35]1[CH:41]=[CH:40][C:38]([CH3:39])=[CH:37][CH:36]=1)(=[O:34])=[O:33]. Product: [Br:1][C:2]1[N:3]=[C:4]2[CH:9]=[CH:10][N:8]([S:32]([C:35]3[CH:41]=[CH:40][C:38]([CH3:39])=[CH:37][CH:36]=3)(=[O:34])=[O:33])[C:5]2=[N:6][CH:7]=1. The catalyst class is: 3. (4) Reactant: [H-].[Na+].[NH2:3][C:4]1[S:5][CH:6]=[C:7]([CH3:9])[N:8]=1.[CH2:10]([O:12][CH:13]([S:19][C:20]1[N:25]=[CH:24][N:23]=[C:22]2[N:26]([C:29]3[CH:34]=[CH:33][CH:32]=[CH:31][C:30]=3[O:35][CH3:36])[N:27]=[CH:28][C:21]=12)[C:14](OCC)=[O:15])[CH3:11].O. Product: [CH2:10]([O:12][CH:13]([S:19][C:20]1[N:25]=[CH:24][N:23]=[C:22]2[N:26]([C:29]3[CH:34]=[CH:33][CH:32]=[CH:31][C:30]=3[O:35][CH3:36])[N:27]=[CH:28][C:21]=12)[C:14]([NH:3][C:4]1[S:5][CH:6]=[C:7]([CH3:9])[N:8]=1)=[O:15])[CH3:11]. The catalyst class is: 76. (5) Reactant: [C:1]([C:5]1[NH:6][C:7]([C:20]2[C:21](F)=[N:22][CH:23]=[CH:24][CH:25]=2)=[C:8]([C:10]2[CH:15]=[CH:14][C:13]([F:16])=[CH:12][C:11]=2[N+:17]([O-])=O)[N:9]=1)([CH3:4])([CH3:3])[CH3:2]. Product: [C:1]([C:5]1[NH:6][C:7]2[C:20]3[CH:25]=[CH:24][CH:23]=[N:22][C:21]=3[NH:17][C:11]3[CH:12]=[C:13]([F:16])[CH:14]=[CH:15][C:10]=3[C:8]=2[N:9]=1)([CH3:4])([CH3:2])[CH3:3]. The catalyst class is: 8. (6) Reactant: [ClH:1].N[C:3]1[S:4][C:5]2[CH:11]=[C:10]([C:12]#[N:13])[CH:9]=[CH:8][C:6]=2[N:7]=1.N([O-])=O.[Na+]. Product: [Cl:1][C:3]1[S:4][C:5]2[CH:11]=[C:10]([C:12]#[N:13])[CH:9]=[CH:8][C:6]=2[N:7]=1. The catalyst class is: 6. (7) Reactant: [C:1]([O:4][CH:5]([C@@H:7]1[C@:24]2([CH3:25])[C@H:10]([C@H:11]3[C@H:21]([CH2:22][CH2:23]2)[C@:19]2([CH3:20])[C:14](=[CH:15][C@@H:16](O)[CH2:17][CH2:18]2)[CH2:13][CH2:12]3)[CH2:9][CH2:8]1)[CH3:6])(=[O:3])[CH3:2].CS(Cl)(=O)=O.O. Product: [C:1]([O:4][CH:5]([C@@H:7]1[C@:24]2([CH3:25])[C@H:10]([C@H:11]3[C@H:21]([CH2:22][CH2:23]2)[C@:19]2([CH3:20])[C:14]([CH:15]=[CH:16][CH2:17][CH2:18]2)=[CH:13][CH2:12]3)[CH2:9][CH2:8]1)[CH3:6])(=[O:3])[CH3:2]. The catalyst class is: 1. (8) Reactant: C(Cl)(=O)C(Cl)=O.CS(C)=O.[CH3:11][O:12][C:13]1[CH:14]=[C:15]([CH:38]=[CH:39][C:40]=1[O:41][CH3:42])[CH2:16][C:17]1[NH:22][C:21](=[O:23])[C:20]([CH:24]([NH:26][C:27](=[O:37])[CH:28]([CH:34]([OH:36])[CH3:35])[CH2:29][CH2:30][CH2:31][CH:32]=[CH2:33])[CH3:25])=[N:19][N:18]=1.C(N(CC)CC)C. Product: [C:34]([CH:28]([CH2:29][CH2:30][CH2:31][CH:32]=[CH2:33])[C:27]([NH:26][CH:24]([C:20]1[C:21](=[O:23])[NH:22][C:17]([CH2:16][C:15]2[CH:38]=[CH:39][C:40]([O:41][CH3:42])=[C:13]([O:12][CH3:11])[CH:14]=2)=[N:18][N:19]=1)[CH3:25])=[O:37])(=[O:36])[CH3:35]. The catalyst class is: 4. (9) Reactant: CON(C)[C:4]([C@@H:6]1[C@H:10]2[O:11][C:12]([CH3:15])([CH3:14])[O:13][C@H:9]2[C@H:8]([N:16]2[C:20]3[N:21]=[C:22]([N:26]([C:34]([O:36][C:37]([CH3:40])([CH3:39])[CH3:38])=[O:35])[C:27]([O:29][C:30]([CH3:33])([CH3:32])[CH3:31])=[O:28])[N:23]=[C:24]([CH3:25])[C:19]=3[CH:18]=[CH:17]2)[O:7]1)=[O:5].[CH2:42]([Mg]Br)[CH3:43]. Product: [CH3:14][C:12]1([CH3:15])[O:11][C@@H:10]2[C@@H:6]([C:4](=[O:5])[CH2:42][CH3:43])[O:7][C@@H:8]([N:16]3[C:20]4[N:21]=[C:22]([N:26]([C:34]([O:36][C:37]([CH3:38])([CH3:39])[CH3:40])=[O:35])[C:27]([O:29][C:30]([CH3:32])([CH3:31])[CH3:33])=[O:28])[N:23]=[C:24]([CH3:25])[C:19]=4[CH:18]=[CH:17]3)[C@@H:9]2[O:13]1. The catalyst class is: 1. (10) Reactant: [CH:1]([C:4]1[CH:5]=[C:6]([CH:10]=[C:11]([CH:15]([CH3:17])[CH3:16])[C:12]=1[O:13][CH3:14])[C:7]([OH:9])=O)([CH3:3])[CH3:2].C(Cl)(=O)C(Cl)=O.[Sn](Cl)(Cl)(Cl)Cl.[Br:29][C:30]1[CH:31]=[C:32]([CH:41]=[CH:42][CH:43]=1)[CH2:33][C:34]1[O:35][C:36]([CH3:40])=[C:37]([CH3:39])[CH:38]=1. Product: [Br:29][C:30]1[CH:31]=[C:32]([CH:41]=[CH:42][CH:43]=1)[CH2:33][C:34]1[O:35][C:36]([CH3:40])=[C:37]([CH3:39])[C:38]=1[C:7]([C:6]1[CH:10]=[C:11]([CH:15]([CH3:17])[CH3:16])[C:12]([O:13][CH3:14])=[C:4]([CH:1]([CH3:2])[CH3:3])[CH:5]=1)=[O:9]. The catalyst class is: 454.